Dataset: Peptide-MHC class II binding affinity with 134,281 pairs from IEDB. Task: Regression. Given a peptide amino acid sequence and an MHC pseudo amino acid sequence, predict their binding affinity value. This is MHC class II binding data. (1) The peptide sequence is GWYDWQQVPFCSNHFTEL. The MHC is DRB1_0401 with pseudo-sequence DRB1_0401. The binding affinity (normalized) is 0.131. (2) The peptide sequence is DVKFPFGGQIVGGVY. The MHC is HLA-DQA10501-DQB10301 with pseudo-sequence HLA-DQA10501-DQB10301. The binding affinity (normalized) is 0.786. (3) The MHC is DRB4_0101 with pseudo-sequence DRB4_0103. The peptide sequence is TSKLDAAYKLAYKTA. The binding affinity (normalized) is 0.174. (4) The peptide sequence is AFKVENGSAAPQLTK. The MHC is DRB5_0101 with pseudo-sequence DRB5_0101. The binding affinity (normalized) is 0.379. (5) The MHC is DRB1_1001 with pseudo-sequence DRB1_1001. The binding affinity (normalized) is 0.409. The peptide sequence is QYIKANAKFIGITE. (6) The peptide sequence is EKKYFAAAQFEPLAA. The MHC is HLA-DPA10201-DPB11401 with pseudo-sequence HLA-DPA10201-DPB11401. The binding affinity (normalized) is 0.816. (7) The peptide sequence is VKPLYIITPTNVSHI. The MHC is DRB1_0301 with pseudo-sequence DRB1_0301. The binding affinity (normalized) is 0.264.